From a dataset of Full USPTO retrosynthesis dataset with 1.9M reactions from patents (1976-2016). Predict the reactants needed to synthesize the given product. (1) Given the product [C:26]([O:25][C:24]([NH:23][CH2:22][CH2:21][O:20][C:57]1[CH:58]=[CH:59][C:54]([C@@H:49]([NH:48][C:46]([O:45][CH2:44][CH:42]2[C:43]3[CH:31]=[CH:32][CH:33]=[CH:34][C:35]=3[C:36]3[C:41]2=[CH:40][CH:39]=[CH:38][CH:37]=3)=[O:47])[C:50]([O:52][CH3:53])=[O:51])=[CH:55][CH:56]=1)=[O:30])([CH3:27])([CH3:29])[CH3:28], predict the reactants needed to synthesize it. The reactants are: C1(P(C2C=CC=CC=2)C2C=CC=CC=2)C=CC=CC=1.[OH:20][CH2:21][CH2:22][NH:23][C:24](=[O:30])[O:25][C:26]([CH3:29])([CH3:28])[CH3:27].[CH:31]1[C:43]2[CH:42]([CH2:44][O:45][C:46]([NH:48][C@H:49]([C:54]3[CH:59]=[CH:58][C:57](O)=[CH:56][CH:55]=3)[C:50]([O:52][CH3:53])=[O:51])=[O:47])[C:41]3[C:36](=[CH:37][CH:38]=[CH:39][CH:40]=3)[C:35]=2[CH:34]=[CH:33][CH:32]=1.N(C(OCC)=O)=NC(OCC)=O. (2) Given the product [Cl:8][C:9]1[N:10]=[C:11]([N:18]2[CH2:19][CH2:20][O:21][CH2:22][CH2:23]2)[C:12]2[CH2:17][N:16]([C:33]([O:32][CH3:31])=[O:34])[CH2:15][C:13]=2[N:14]=1, predict the reactants needed to synthesize it. The reactants are: FC(F)(F)C(O)=O.[Cl:8][C:9]1[N:10]=[C:11]([N:18]2[CH2:23][CH2:22][O:21][CH2:20][CH2:19]2)[C:12]2[CH2:17][NH:16][CH2:15][C:13]=2[N:14]=1.CCN(CC)CC.[CH3:31][O:32][C:33](Cl)=[O:34].[OH-].[Na+]. (3) The reactants are: Br[C:2]1[CH:3]=[C:4]([CH:25]=[CH:26][N:27]=1)[C:5]([NH:7][C:8]1[S:9][C:10]2[C:16]([N:17]3[CH2:22][CH2:21][O:20][CH2:19][CH2:18]3)=[CH:15][CH:14]=[C:13]([O:23][CH3:24])[C:11]=2[N:12]=1)=[O:6].C(=O)([O-])[O-].[Cs+].[Cs+].[CH3:34][N:35]1[CH2:40][CH2:39][NH:38][CH2:37][CH2:36]1. Given the product [CH3:24][O:23][C:13]1[C:11]2[N:12]=[C:8]([NH:7][C:5](=[O:6])[C:4]3[CH:25]=[CH:26][N:27]=[C:2]([N:38]4[CH2:39][CH2:40][N:35]([CH3:34])[CH2:36][CH2:37]4)[CH:3]=3)[S:9][C:10]=2[C:16]([N:17]2[CH2:22][CH2:21][O:20][CH2:19][CH2:18]2)=[CH:15][CH:14]=1, predict the reactants needed to synthesize it. (4) The reactants are: [Cl:1][C:2]1[CH:34]=[CH:33][C:5]([CH2:6][C@H:7]([C:9]([N:11]2[CH:16]3[CH2:17][CH2:18][CH:12]2[CH2:13][CH:14]([N:19]([CH:27]2[CH2:32][CH2:31][CH2:30][CH2:29][CH2:28]2)[C:20]([N:22]([CH2:25][CH3:26])[CH2:23][CH3:24])=[O:21])[CH2:15]3)=[O:10])[NH2:8])=[CH:4][CH:3]=1.[C:35]([N:42]1[CH2:47][CH2:46][CH2:45][CH2:44][C:43]1=O)([O:37][C:38]([CH3:41])([CH3:40])[CH3:39])=[O:36].C(O[BH-](OC(=O)C)OC(=O)C)(=O)C.[Na+]. Given the product [Cl:1][C:2]1[CH:3]=[CH:4][C:5]([CH2:6][C@@H:7]([NH:8][CH:45]2[CH2:46][CH2:47][N:42]([C:35]([O:37][C:38]([CH3:41])([CH3:40])[CH3:39])=[O:36])[CH2:43][CH2:44]2)[C:9]([N:11]2[CH:16]3[CH2:17][CH2:18][CH:12]2[CH2:13][CH:14]([N:19]([CH:27]2[CH2:28][CH2:29][CH2:30][CH2:31][CH2:32]2)[C:20]([N:22]([CH2:23][CH3:24])[CH2:25][CH3:26])=[O:21])[CH2:15]3)=[O:10])=[CH:33][CH:34]=1, predict the reactants needed to synthesize it.